Dataset: Experimentally validated miRNA-target interactions with 360,000+ pairs, plus equal number of negative samples. Task: Binary Classification. Given a miRNA mature sequence and a target amino acid sequence, predict their likelihood of interaction. (1) The miRNA is hsa-miR-3157-5p with sequence UUCAGCCAGGCUAGUGCAGUCU. The protein sequence of the target gene is MVGRLSLQDVPELVDAKKKGDGVLDSPDSGLPPSPSPSHWGLAAGGGGGERAAAPGTLEPDAAAATPAAPSPASLPLAPGCALRLCPLSFGEGVEFDPLPPKEVRYTSLVKYDSERHFIDDVQLPLGLAVASCSQTVTCVPNGTWRNYKAEVRFEPRHRPTRFLSTTIVYPKYPKAVYTTTLDYNCRKTLRRFLSSVELEAAELPGSDDLSDEC. Result: 1 (interaction). (2) The miRNA is hsa-miR-6751-5p with sequence UUGGGGGUGAGGUUGGUGUCUGG. The protein sequence of the target gene is MAAGGGGSCDPLAPAGVPCAFSPHSQAYFALASTDGHLRVWETANNRLHQEYVPSAHLSGTCTCLAWAPARLQAKESPQRKKRKSEAVGMSNQTDLLALGTAVGSILLYSTVKGELHSKLISGGHDNRVNCIQWHQDSGCLYSCSDDKHIVEWNVQTCKVKCKWKGDNSSVSSLCISPDGKMLLSAGRTIKLWVLETKEVYRHFTGHATPVSSLMFTTIRPPNESQPFDGITGLYFLSGAVHDRLLNVWQVRSENKEKSAVMSFTVTDEPVYIDLTLSENKEEPVKLAVVCRDGQVHLFE.... Result: 0 (no interaction). (3) The miRNA is hsa-miR-671-3p with sequence UCCGGUUCUCAGGGCUCCACC. The protein sequence of the target gene is MAVNQSHTENRRGALIPNGESLLKRSPNVELSFPQRSEGSNVFSGRKTGTLFLTSYRVIFITSCSISDPMLSFMMPFDLMTNLTVEQPVFAANFIKGTIQAAPYGGWEGQATFKLVFRNGDAIEFAQLMVKAASAAARGFPLRTLNDWFSSMGIYVITGEGNMCTPQMPCSVIVYGAPPAGYGAPPPGYGAPPAGYGAQPVGNEGPPVGYRASPVRYGAPPLGYGAPPAGYGAPPLGYGAPPLGYGTPPLGYGAPPLGYGAPPAGNEGPPAGYRASPAGSGARPQESTAAQAPENEASLP.... Result: 0 (no interaction). (4) The miRNA is hsa-miR-4418 with sequence CACUGCAGGACUCAGCAG. The protein sequence of the target gene is MEDLGENTMVLSTLRSLNNFISQRVEGGSGLDISTSAPGSLQMQYQQSMQLEERAEQIRSKSHLIQVEREKMQMELSHKRARVELERAASTSARNYEREVDRNQELLTRIRQLQEREAGAEEKMQEQLERNRQCQQNLDAASKRLREKEDSLAQAGETINALKGRISELQWSVMDQEMRVKRLESEKQELQEQLDLQHKKCQEANQKIQELQASQEARADHEQQIKDLEQKLSLQEQDAAIVKNMKSELVRLPRLERELKQLREESAHLREMRETNGLLQEELEGLQRKLGRQEKMQETL.... Result: 0 (no interaction).